Dataset: Full USPTO retrosynthesis dataset with 1.9M reactions from patents (1976-2016). Task: Predict the reactants needed to synthesize the given product. (1) Given the product [CH3:15][O:7][C:6](=[O:8])[C:5]1[CH:9]=[CH:10][CH:11]=[C:3]([O:2][CH3:1])[C:4]=1[N+:12]([O-:14])=[O:13], predict the reactants needed to synthesize it. The reactants are: [CH3:1][O:2][C:3]1[C:4]([N+:12]([O-:14])=[O:13])=[C:5]([CH:9]=[CH:10][CH:11]=1)[C:6]([OH:8])=[O:7].[CH3:15]O.O. (2) Given the product [F:1][C:2]([F:7])([F:6])[C:3]([OH:5])=[O:4].[F:8][C:9]([F:14])([F:13])[C:10]([OH:12])=[O:11].[Cl:22][C:23]1[CH:24]=[N:25][C:26]2[NH:27][C:28]3[CH:29]=[N:30][CH:31]=[C:32]([CH:53]=3)[CH2:33][CH2:34][C:35]3[CH:43]=[C:39]([NH:40][C:41]=1[N:42]=2)[CH:38]=[CH:37][C:36]=3[O:44][CH2:45][CH2:46][CH:47]1[CH2:48][CH2:49][N:50]([C:55]([NH:54][C:57]2[C:58]([CH3:63])=[N:59][O:60][C:61]=2[CH3:62])=[O:56])[CH2:51][CH2:52]1, predict the reactants needed to synthesize it. The reactants are: [F:1][C:2]([F:7])([F:6])[C:3]([OH:5])=[O:4].[F:8][C:9]([F:14])([F:13])[C:10]([OH:12])=[O:11].FC(F)(F)C(O)=O.[Cl:22][C:23]1[CH:24]=[N:25][C:26]2[NH:27][C:28]3[CH:29]=[N:30][CH:31]=[C:32]([CH:53]=3)[CH2:33][CH2:34][C:35]3[CH:43]=[C:39]([NH:40][C:41]=1[N:42]=2)[CH:38]=[CH:37][C:36]=3[O:44][CH2:45][CH2:46][CH:47]1[CH2:52][CH2:51][NH:50][CH2:49][CH2:48]1.[N:54]([C:57]1[C:58]([CH3:63])=[N:59][O:60][C:61]=1[CH3:62])=[C:55]=[O:56]. (3) Given the product [Cl:22][C:13]1[CH:14]=[CH:15][CH:16]=[C:17]([C:18]([F:20])([F:19])[F:21])[C:12]=1[C:11]([N:8]1[C:9]2[C:5](=[CH:4][CH:3]=[C:2]([C:36]3[N:37]=[CH:38][N:39]([CH3:41])[CH:40]=3)[CH:10]=2)[C:6]([C:24]2[CH:33]=[CH:32][C:27]([C:28]([O:30][CH3:31])=[O:29])=[CH:26][C:25]=2[F:34])=[N:7]1)=[O:23], predict the reactants needed to synthesize it. The reactants are: Br[C:2]1[CH:10]=[C:9]2[C:5]([C:6]([C:24]3[CH:33]=[CH:32][C:27]([C:28]([O:30][CH3:31])=[O:29])=[CH:26][C:25]=3[F:34])=[N:7][N:8]2[C:11](=[O:23])[C:12]2[C:17]([C:18]([F:21])([F:20])[F:19])=[CH:16][CH:15]=[CH:14][C:13]=2[Cl:22])=[CH:4][CH:3]=1.Br[C:36]1[N:37]=[CH:38][N:39]([CH3:41])[CH:40]=1.C([O-])([O-])=O.[K+].[K+].N#N. (4) Given the product [CH2:1]([NH:8][C:9]1[CH:14]=[C:13]([NH:15][C:16]2[CH:21]=[CH:20][C:19]([N:22]3[CH2:28][CH2:27][CH2:26][S:23]3(=[O:25])=[O:24])=[CH:18][CH:17]=2)[N:12]=[CH:11][C:10]=1[CH2:30][C:31]([NH2:33])=[O:32])[C:2]1[CH:7]=[CH:6][CH:5]=[CH:4][CH:3]=1, predict the reactants needed to synthesize it. The reactants are: [CH2:1]([NH:8][C:9]1[CH:14]=[C:13]([NH:15][C:16]2[CH:21]=[CH:20][C:19]([NH:22][S:23]([CH2:26][CH2:27][CH2:28]Cl)(=[O:25])=[O:24])=[CH:18][CH:17]=2)[N:12]=[CH:11][C:10]=1[CH2:30][C:31]([NH2:33])=[O:32])[C:2]1[CH:7]=[CH:6][CH:5]=[CH:4][CH:3]=1.C(=O)([O-])[O-].[K+].[K+].O. (5) Given the product [CH3:56][C:46]1[CH:47]=[CH:48][C:49]([S:52]([OH:55])(=[O:54])=[O:53])=[CH:50][CH:51]=1.[F:45][C:15]1[CH:16]=[C:17]([NH:20][C:21]([C:23]2[C:24](=[O:44])[N:25]([C:38]3[CH:39]=[CH:40][CH:41]=[CH:42][CH:43]=3)[N:26]([CH2:29][C@@H:30]([O:32][C:33](=[O:37])[C@@H:34]([NH2:36])[CH3:35])[CH3:31])[C:27]=2[CH3:28])=[O:22])[CH:18]=[CH:19][C:14]=1[O:13][C:7]1[C:6]2[C:11](=[CH:12][C:3]([O:2][CH3:1])=[CH:4][CH:5]=2)[N:10]=[CH:9][CH:8]=1, predict the reactants needed to synthesize it. The reactants are: [CH3:1][O:2][C:3]1[CH:12]=[C:11]2[C:6]([C:7]([O:13][C:14]3[CH:19]=[CH:18][C:17]([NH:20][C:21]([C:23]4[C:24](=[O:44])[N:25]([C:38]5[CH:43]=[CH:42][CH:41]=[CH:40][CH:39]=5)[N:26]([CH2:29][C@@H:30]([O:32][C:33](=[O:37])[C@@H:34]([NH2:36])[CH3:35])[CH3:31])[C:27]=4[CH3:28])=[O:22])=[CH:16][C:15]=3[F:45])=[CH:8][CH:9]=[N:10]2)=[CH:5][CH:4]=1.[C:46]1([CH3:56])[CH:51]=[CH:50][C:49]([S:52]([OH:55])(=[O:54])=[O:53])=[CH:48][CH:47]=1. (6) Given the product [C:25]([NH:28][C:29]([CH:41]1[CH2:44][C:43]([NH:52][C:53](=[O:60])[C:54]2[CH:59]=[CH:58][CH:57]=[CH:56][CH:55]=2)([C:45]2[CH:50]=[CH:49][C:48]([Cl:51])=[CH:47][CH:46]=2)[CH2:42]1)([CH2:37][CH2:38][CH2:39][CH2:40][B:19]1[O:20][C:21]([CH3:23])([CH3:22])[C:17]([CH3:24])([CH3:16])[O:18]1)[C:30]([NH:32][C:33]([CH3:36])([CH3:34])[CH3:35])=[O:31])(=[O:27])[CH3:26], predict the reactants needed to synthesize it. The reactants are: C1(P(CC)C2C=CC=CC=2)C=CC=CC=1.[CH3:16][C:17]1([CH3:24])[C:21]([CH3:23])([CH3:22])[O:20][BH:19][O:18]1.[C:25]([NH:28][C:29]([CH:41]1[CH2:44][C:43]([NH:52][C:53](=[O:60])[C:54]2[CH:59]=[CH:58][CH:57]=[CH:56][CH:55]=2)([C:45]2[CH:50]=[CH:49][C:48]([Cl:51])=[CH:47][CH:46]=2)[CH2:42]1)([CH2:37][CH2:38][CH:39]=[CH2:40])[C:30]([NH:32][C:33]([CH3:36])([CH3:35])[CH3:34])=[O:31])(=[O:27])[CH3:26].